The task is: Binary Classification. Given a T-cell receptor sequence (or CDR3 region) and an epitope sequence, predict whether binding occurs between them.. This data is from TCR-epitope binding with 47,182 pairs between 192 epitopes and 23,139 TCRs. (1) Result: 0 (the TCR does not bind to the epitope). The epitope is LLFGYPVYV. The TCR CDR3 sequence is CASSFESYTWGTGELFF. (2) The epitope is KAYNVTQAF. The TCR CDR3 sequence is CASSLGDRGNSPLHF. Result: 1 (the TCR binds to the epitope). (3) The epitope is QARQMVQAMRTIGTHP. The TCR CDR3 sequence is CASSLGGNYTF. Result: 0 (the TCR does not bind to the epitope). (4) The epitope is KRWIILGLNK. The TCR CDR3 sequence is CASSFPGADEQYF. Result: 0 (the TCR does not bind to the epitope). (5) The epitope is KLNVGDYFV. The TCR CDR3 sequence is CSARSGSEQYF. Result: 1 (the TCR binds to the epitope). (6) The epitope is LLSAGIFGA. The TCR CDR3 sequence is CASSQEEQGAGVWNSPLHF. Result: 1 (the TCR binds to the epitope). (7) The epitope is QECVRGTTVL. The TCR CDR3 sequence is CASTQGNTEAFF. Result: 1 (the TCR binds to the epitope). (8) The epitope is CTELKLSDY. The TCR CDR3 sequence is CASSPDPGYTGELFF. Result: 0 (the TCR does not bind to the epitope).